Dataset: Reaction yield outcomes from USPTO patents with 853,638 reactions. Task: Predict the reaction yield, written as a fraction of the theoretical maximum amount of product (1.0 means a 100% yield; for example, 0.34 means a 34% yield). (1) The reactants are [CH3:1][N:2]([CH3:18])[CH2:3][CH2:4][N:5]1[CH2:10][CH2:9][C:8]2[NH:11][C:12]([CH:15]=O)=[C:13]([CH3:14])[C:7]=2[C:6]1=[O:17].[F:19][C:20]1[CH:21]=[C:22]2[C:26](=[CH:27][CH:28]=1)[NH:25][C:24](=[O:29])[CH2:23]2.N1CCCCC1. The catalyst is C(O)C. The product is [CH3:1][N:2]([CH3:18])[CH2:3][CH2:4][N:5]1[CH2:10][CH2:9][C:8]2[NH:11][C:12]([CH:15]=[C:23]3[C:22]4[C:26](=[CH:27][CH:28]=[C:20]([F:19])[CH:21]=4)[NH:25][C:24]3=[O:29])=[C:13]([CH3:14])[C:7]=2[C:6]1=[O:17]. The yield is 0.548. (2) The reactants are [F:1][C:2]1[CH:3]=[C:4]([CH:24]=[C:25]([F:27])[CH:26]=1)[O:5][CH2:6][CH2:7][N:8]([CH3:23])[CH2:9][CH2:10][CH2:11][N:12]1C(=O)C2C(=CC=CC=2)C1=O.O.NN. The catalyst is C(O)C. The product is [F:1][C:2]1[CH:3]=[C:4]([CH:24]=[C:25]([F:27])[CH:26]=1)[O:5][CH2:6][CH2:7][N:8]([CH3:23])[CH2:9][CH2:10][CH2:11][NH2:12]. The yield is 0.990. (3) The reactants are Br[C:2]1[CH:7]=[C:6]([NH:8][C:9](=[O:23])[C:10]2[C:20]([Cl:21])=[CH:19][C:13]([C:14]([N:16]([CH3:18])[CH3:17])=[O:15])=[CH:12][C:11]=2[Cl:22])[CH:5]=[CH:4][N:3]=1.[N:24]1C=CC(N)=NC=1.C[C:32]1([CH3:72])[C:58]2[C:53](=C(P(C3C=CC=CC=3)C3C=CC=CC=3)C=CC=2)[O:52]C2C(P(C3C=CC=CC=3)C3C=CC=CC=3)=CC=CC1=2.C([O-])([O-])=O.[Cs+].[Cs+]. The catalyst is C1C=CC(/C=C/C(/C=C/C2C=CC=CC=2)=O)=CC=1.C1C=CC(/C=C/C(/C=C/C2C=CC=CC=2)=O)=CC=1.C1C=CC(/C=C/C(/C=C/C2C=CC=CC=2)=O)=CC=1.[Pd].[Pd].O1CCOCC1. The product is [Cl:22][C:11]1[CH:12]=[C:13]([C:14]([N:16]([CH3:18])[CH3:17])=[O:15])[CH:19]=[C:20]([Cl:21])[C:10]=1[C:9]([NH:8][C:6]1[CH:5]=[CH:4][N:3]=[C:2]([NH:24][C:53]([CH:58]2[CH2:32][CH2:72]2)=[O:52])[CH:7]=1)=[O:23]. The yield is 0.580. (4) The reactants are C(N(CC)C(C)C)(C)C.[Cl:10][C:11]1[N:12]=[CH:13][C:14]([C:17]([OH:19])=O)=[N:15][CH:16]=1.[F:20][C:21]([F:26])([F:25])[C@@H:22]([NH2:24])[CH3:23].C([O-])(O)=O.[Na+]. The product is [Cl:10][C:11]1[N:12]=[CH:13][C:14]([C:17]([NH:24][C@@H:22]([CH3:23])[C:21]([F:26])([F:25])[F:20])=[O:19])=[N:15][CH:16]=1. The yield is 0.730. The catalyst is C(Cl)Cl. (5) The reactants are [NH2:1][C:2]1[C:3]([C:7]2[N:11]([C:12]3[CH:17]=[CH:16][C:15]([F:18])=[C:14]([Cl:19])[CH:13]=3)[C:10](=[O:20])[O:9][N:8]=2)=[N:4][O:5][N:6]=1.[F:21][C:22]([F:33])([F:32])[C:23](O[C:23](=[O:24])[C:22]([F:33])([F:32])[F:21])=[O:24].N1C=CC=CC=1. The yield is 0.990. The product is [Cl:19][C:14]1[CH:13]=[C:12]([N:11]2[C:10](=[O:20])[O:9][N:8]=[C:7]2[C:3]2[C:2]([NH:1][C:23](=[O:24])[C:22]([F:33])([F:32])[F:21])=[N:6][O:5][N:4]=2)[CH:17]=[CH:16][C:15]=1[F:18]. The catalyst is ClCCl.